This data is from Merck oncology drug combination screen with 23,052 pairs across 39 cell lines. The task is: Regression. Given two drug SMILES strings and cell line genomic features, predict the synergy score measuring deviation from expected non-interaction effect. Drug 1: Cc1nc(Nc2ncc(C(=O)Nc3c(C)cccc3Cl)s2)cc(N2CCN(CCO)CC2)n1. Drug 2: CCc1c2c(nc3ccc(O)cc13)-c1cc3c(c(=O)n1C2)COC(=O)C3(O)CC. Cell line: A2780. Synergy scores: synergy=74.4.